From a dataset of Peptide-MHC class I binding affinity with 185,985 pairs from IEDB/IMGT. Regression. Given a peptide amino acid sequence and an MHC pseudo amino acid sequence, predict their binding affinity value. This is MHC class I binding data. (1) The peptide sequence is DEKPKVMEG. The MHC is HLA-B08:01 with pseudo-sequence HLA-B08:01. The binding affinity (normalized) is 0.0847. (2) The peptide sequence is SLFNTVATV. The MHC is HLA-A02:03 with pseudo-sequence HLA-A02:03. The binding affinity (normalized) is 0.673. (3) The peptide sequence is ILRSIEGEL. The MHC is HLA-A02:01 with pseudo-sequence HLA-A02:01. The binding affinity (normalized) is 0.159. (4) The peptide sequence is EIAVQNWLAR. The MHC is HLA-A68:01 with pseudo-sequence HLA-A68:01. The binding affinity (normalized) is 0.620. (5) The peptide sequence is LYERVKRQL. The MHC is HLA-A24:02 with pseudo-sequence HLA-A24:02. The binding affinity (normalized) is 0.244. (6) The peptide sequence is APAICHEGKA. The MHC is HLA-B35:01 with pseudo-sequence HLA-B35:01. The binding affinity (normalized) is 0. (7) The peptide sequence is KLLKSWVSK. The MHC is HLA-A68:02 with pseudo-sequence HLA-A68:02. The binding affinity (normalized) is 0.0847. (8) The peptide sequence is RLLIWAYLSK. The MHC is HLA-B35:01 with pseudo-sequence HLA-B35:01. The binding affinity (normalized) is 0. (9) The peptide sequence is RRYDKLMSF. The MHC is HLA-A69:01 with pseudo-sequence HLA-A69:01. The binding affinity (normalized) is 0.0847. (10) The peptide sequence is VLAGLLGNV. The MHC is HLA-A02:03 with pseudo-sequence HLA-A02:03. The binding affinity (normalized) is 1.00.